This data is from Forward reaction prediction with 1.9M reactions from USPTO patents (1976-2016). The task is: Predict the product of the given reaction. (1) Given the reactants [Br:1][C:2]1[C:3](=[O:10])[N:4]([CH3:9])[C:5](=[O:8])[NH:6][N:7]=1.[S:11]1[CH:15]=[CH:14][CH:13]=[C:12]1[CH2:16][CH2:17]O.C1(P(C2C=CC=CC=2)C2C=CC=CC=2)C=CC=CC=1.CCOC(/N=N/C(OCC)=O)=O, predict the reaction product. The product is: [Br:1][C:2]1[C:3](=[O:10])[N:4]([CH3:9])[C:5](=[O:8])[N:6]([CH2:17][CH2:16][C:12]2[S:11][CH:15]=[CH:14][CH:13]=2)[N:7]=1. (2) The product is: [O:19]=[C:15]1[C:14]([CH2:9][CH2:10][CH2:11][CH2:12][CH3:13])=[CH:18][CH2:17][CH:16]1[C:3]([O:6][CH3:7])=[O:8]. Given the reactants [H-].[Na+].[C:3](=[O:8])([O:6][CH3:7])OC.[CH2:9]([C:14]1[C:15](=[O:19])[CH2:16][CH2:17][CH:18]=1)[CH2:10][CH2:11][CH2:12][CH3:13].Cl, predict the reaction product. (3) Given the reactants [BH4-].[Li+].C[O:4][C:5](=O)[CH2:6][C:7]1[CH:12]=[CH:11][C:10]([O:13][CH3:14])=[C:9]([CH2:15][N:16]([C:26]([O:28][C:29]([CH3:32])([CH3:31])[CH3:30])=[O:27])[CH2:17][CH2:18][C:19]2[CH:24]=[CH:23][CH:22]=[CH:21][C:20]=2[F:25])[CH:8]=1, predict the reaction product. The product is: [C:29]([O:28][C:26](=[O:27])[N:16]([CH2:17][CH2:18][C:19]1[CH:24]=[CH:23][CH:22]=[CH:21][C:20]=1[F:25])[CH2:15][C:9]1[CH:8]=[C:7]([CH2:6][CH2:5][OH:4])[CH:12]=[CH:11][C:10]=1[O:13][CH3:14])([CH3:32])([CH3:30])[CH3:31]. (4) Given the reactants Cl[C:2]1[NH:3][C:4]([CH3:12])=[CH:5][C:6]=1[C:7]([O:9][CH2:10][CH3:11])=[O:8].C([O-])=O.[NH4+], predict the reaction product. The product is: [CH3:12][C:4]1[NH:3][CH:2]=[C:6]([C:7]([O:9][CH2:10][CH3:11])=[O:8])[CH:5]=1. (5) Given the reactants [C:1]([C:3]1[C:4]([CH2:32][CH:33]([CH3:35])[CH3:34])=[N:5][C:6]2[C:11]([C:12]=1[C:13]1[CH:18]=[CH:17][C:16]([CH3:19])=[CH:15][CH:14]=1)=[CH:10][C:9]([O:20][CH2:21][CH2:22][O:23][CH2:24][C:25]([O:27][C:28]([CH3:31])([CH3:30])[CH3:29])=[O:26])=[CH:8][CH:7]=2)#[N:2].N, predict the reaction product. The product is: [NH2:2][CH2:1][C:3]1[C:4]([CH2:32][CH:33]([CH3:35])[CH3:34])=[N:5][C:6]2[C:11]([C:12]=1[C:13]1[CH:14]=[CH:15][C:16]([CH3:19])=[CH:17][CH:18]=1)=[CH:10][C:9]([O:20][CH2:21][CH2:22][O:23][CH2:24][C:25]([O:27][C:28]([CH3:29])([CH3:30])[CH3:31])=[O:26])=[CH:8][CH:7]=2. (6) Given the reactants [CH3:1][O:2][CH:3]1[CH2:8][CH2:7][N:6]([CH2:9][CH2:10][CH2:11][NH2:12])[CH2:5][CH2:4]1.Cl[C:14]1[N:15]=[N+:16]([O-:27])[C:17]2[CH:26]=[C:25]3[C:21]([CH2:22][CH2:23][CH2:24]3)=[CH:20][C:18]=2[N:19]=1.CCN(CC)CC, predict the reaction product. The product is: [CH3:1][O:2][CH:3]1[CH2:8][CH2:7][N:6]([CH2:9][CH2:10][CH2:11][NH:12][C:14]2[N:15]=[N+:16]([O-:27])[C:17]3[CH:26]=[C:25]4[C:21]([CH2:22][CH2:23][CH2:24]4)=[CH:20][C:18]=3[N:19]=2)[CH2:5][CH2:4]1. (7) Given the reactants [C:1]([CH:3]1[CH2:8][CH2:7][N:6]([C:9]([C@H:11]([NH:16][C:17]([C:19]2[C:27]3[C:22](=[N:23][CH:24]=[C:25]([C:28]4[N:29]=[CH:30][N:31]([CH2:33][CH:34]5[CH2:36][CH2:35]5)[CH:32]=4)[N:26]=3)[N:21](COCC[Si](C)(C)C)[CH:20]=2)=[O:18])[C:12]([CH3:15])([CH3:14])[CH3:13])=[O:10])[CH2:5][CH2:4]1)#[N:2].FC(F)(F)C(O)=O, predict the reaction product. The product is: [C:1]([CH:3]1[CH2:4][CH2:5][N:6]([C:9]([C@H:11]([NH:16][C:17]([C:19]2[C:27]3[C:22](=[N:23][CH:24]=[C:25]([C:28]4[N:29]=[CH:30][N:31]([CH2:33][CH:34]5[CH2:35][CH2:36]5)[CH:32]=4)[N:26]=3)[NH:21][CH:20]=2)=[O:18])[C:12]([CH3:15])([CH3:14])[CH3:13])=[O:10])[CH2:7][CH2:8]1)#[N:2].